From a dataset of Forward reaction prediction with 1.9M reactions from USPTO patents (1976-2016). Predict the product of the given reaction. (1) Given the reactants [F:1][C:2]1[CH:9]=[CH:8][C:5]([CH:6]=[O:7])=[C:4]([O:10][CH3:11])[CH:3]=1.[BH4-].[Na+].C(=O)([O-])O.[K+], predict the reaction product. The product is: [F:1][C:2]1[CH:9]=[CH:8][C:5]([CH2:6][OH:7])=[C:4]([O:10][CH3:11])[CH:3]=1. (2) Given the reactants [Br:1][C:2]1[C:3]([CH3:9])=[C:4]([OH:8])[CH:5]=[CH:6][CH:7]=1.Br[C:11]12[CH2:20][CH:15]3[CH2:16][CH:17]([CH2:19][CH:13]([CH2:14]3)[CH2:12]1)[CH2:18]2.CN(C)P(N(C)C)(N(C)C)=O, predict the reaction product. The product is: [Br:1][C:2]1[C:3]([CH3:9])=[C:4]([CH:5]=[CH:6][CH:7]=1)[O:8][C:11]12[CH2:20][CH:15]3[CH2:16][CH:17]([CH2:19][CH:13]([CH2:14]3)[CH2:12]1)[CH2:18]2. (3) Given the reactants [CH2:1]([C:5]1[C:6]([O:33][CH2:34][CH2:35][CH3:36])=[C:7]([NH:22][C:23]([NH:25][C:26]2[CH:31]=[CH:30][C:29]([CH3:32])=[CH:28][CH:27]=2)=[O:24])[CH:8]=[C:9]([C:11]2[CH:16]=[CH:15][CH:14]=[CH:13][C:12]=2[C:17]2[NH:21][N:20]=[N:19][N:18]=2)[CH:10]=1)/[CH:2]=[CH:3]/[CH3:4], predict the reaction product. The product is: [CH2:1]([C:5]1[C:6]([O:33][CH2:34][CH2:35][CH3:36])=[C:7]([NH:22][C:23]([NH:25][C:26]2[CH:31]=[CH:30][C:29]([CH3:32])=[CH:28][CH:27]=2)=[O:24])[CH:8]=[C:9]([C:11]2[CH:16]=[CH:15][CH:14]=[CH:13][C:12]=2[C:17]2[NH:18][N:19]=[N:20][N:21]=2)[CH:10]=1)[CH2:2][CH2:3][CH3:4]. (4) Given the reactants [C:1]([O:5][C:6]([N:8]1[C:16]2[C:11](=[CH:12][C:13]([CH:17]3[C:22]([C:23]#[N:24])=[C:21]([CH3:25])[NH:20][C:19]([CH3:26])=[C:18]3[C:27]#[N:28])=[CH:14][CH:15]=2)[C:10]([CH3:29])=[N:9]1)=[O:7])([CH3:4])([CH3:3])[CH3:2].[H-].[Na+].[CH3:32]I, predict the reaction product. The product is: [C:1]([O:5][C:6]([N:8]1[C:16]2[C:11](=[CH:12][C:13]([CH:17]3[C:22]([C:23]#[N:24])=[C:21]([CH3:25])[N:20]([CH3:32])[C:19]([CH3:26])=[C:18]3[C:27]#[N:28])=[CH:14][CH:15]=2)[C:10]([CH3:29])=[N:9]1)=[O:7])([CH3:4])([CH3:3])[CH3:2].